Dataset: Forward reaction prediction with 1.9M reactions from USPTO patents (1976-2016). Task: Predict the product of the given reaction. (1) Given the reactants [CH2:1]([N:3]([CH2:6][CH3:7])[CH2:4][CH3:5])[CH3:2].[Cl:8][C:9]([O:11][CH2:12][CH:13]([CH3:15])[CH3:14])=[O:10].C(OC(N1C[C@@H](NC(OCC2C=CC=CC=2)=O)C[C@H]1CO)=O)C1C=CC=CC=1, predict the reaction product. The product is: [Cl-:8].[CH2:1]([NH+:3]([CH2:6][CH3:7])[CH2:4][CH3:5])[CH3:2].[Cl:8][C:9]([O:11][CH2:12][CH:13]([CH3:15])[CH3:14])=[O:10]. (2) Given the reactants [CH:1]([C@H:14]1[N:19]2[CH2:20][CH2:21][NH:22][CH2:23][C@H:18]2[CH2:17][N:16]([CH2:24][C:25]2[C:26]([O:40][CH3:41])=[N:27][C:28]([O:37][CH2:38][CH3:39])=[N:29][C:30]=2[O:31][CH2:32][C:33]([F:36])([F:35])[F:34])[CH2:15]1)([C:8]1[CH:13]=[CH:12][CH:11]=[CH:10][CH:9]=1)[C:2]1[CH:7]=[CH:6][CH:5]=[CH:4][CH:3]=1.[N:42]1[CH:47]=[CH:46][CH:45]=[CH:44][C:43]=1[C:48](O)=[O:49].ON1C2C=CC=CC=2N=N1.[ClH:61].CN(C)CCCN=C=NCC.C(=O)([O-])O.[Na+].Cl, predict the reaction product. The product is: [ClH:61].[ClH:61].[ClH:61].[CH:1]([C@H:14]1[N:19]2[CH2:20][CH2:21][N:22]([C:48]([C:43]3[CH:44]=[CH:45][CH:46]=[CH:47][N:42]=3)=[O:49])[CH2:23][C@H:18]2[CH2:17][N:16]([CH2:24][C:25]2[C:26]([O:40][CH3:41])=[N:27][C:28]([O:37][CH2:38][CH3:39])=[N:29][C:30]=2[O:31][CH2:32][C:33]([F:34])([F:35])[F:36])[CH2:15]1)([C:2]1[CH:7]=[CH:6][CH:5]=[CH:4][CH:3]=1)[C:8]1[CH:9]=[CH:10][CH:11]=[CH:12][CH:13]=1. (3) The product is: [S:5]1[CH:9]=[CH:8][N:7]=[C:6]1[NH:10][S:11]([C:14]1[CH:15]=[N:16][C:17]([NH:20][C:1]([NH2:24])=[S:2])=[CH:18][CH:19]=1)(=[O:12])=[O:13]. Given the reactants [C:1](Cl)(Cl)=[S:2].[S:5]1[CH:9]=[CH:8][N:7]=[C:6]1[NH:10][S:11]([C:14]1[CH:15]=[N:16][C:17]([NH2:20])=[CH:18][CH:19]=1)(=[O:13])=[O:12].C([N:24](CC)C(C)C)(C)C.O1CCCC1.[OH-].[NH4+], predict the reaction product.